This data is from Forward reaction prediction with 1.9M reactions from USPTO patents (1976-2016). The task is: Predict the product of the given reaction. (1) Given the reactants [C:1]([O:5][C:6](=[O:37])[NH:7][CH2:8][C:9]1[CH:14]=[CH:13][CH:12]=[C:11]([C:15]2[CH:16]=[N:17][CH:18]=[C:19]([O:21][CH2:22][C@@H:23]3[CH2:26][CH2:25][N:24]3C(OCC3C=CC=CC=3)=O)[CH:20]=2)[CH:10]=1)([CH3:4])([CH3:3])[CH3:2], predict the reaction product. The product is: [C:1]([O:5][C:6](=[O:37])[NH:7][CH2:8][C:9]1[CH:14]=[CH:13][CH:12]=[C:11]([C:15]2[CH:16]=[N:17][CH:18]=[C:19]([O:21][CH2:22][C@@H:23]3[CH2:26][CH2:25][NH:24]3)[CH:20]=2)[CH:10]=1)([CH3:4])([CH3:2])[CH3:3]. (2) Given the reactants [Br:1][C:2]1[C:3]([C:9]([OH:11])=O)=[N:4][C:5]([Cl:8])=[CH:6][CH:7]=1.Cl.[CH3:13][NH:14][O:15][CH3:16].N1C=CC=CC=1.Cl.C(N=C=NCCCN(C)C)C.[Cl-].[NH4+], predict the reaction product. The product is: [Br:1][C:2]1[C:3]([C:9]([N:14]([O:15][CH3:16])[CH3:13])=[O:11])=[N:4][C:5]([Cl:8])=[CH:6][CH:7]=1. (3) Given the reactants [O:1]1[C:5]2[CH:6]=[CH:7][CH:8]=[CH:9][C:4]=2[O:3][S:2]1(=[O:11])=[O:10].[CH3:12][NH2:13], predict the reaction product. The product is: [CH3:12][NH:13][S:2](=[O:11])(=[O:10])[O:1][C:5]1[CH:6]=[CH:7][CH:8]=[CH:9][C:4]=1[OH:3]. (4) Given the reactants [CH3:1][N:2]1[C:14]2[CH2:13][CH2:12][CH:11]([CH:15]3[CH2:20][CH2:19][O:18][CH2:17][CH2:16]3)[CH2:10][C:9]=2[C:8]2[C:3]1=[CH:4][CH:5]=[C:6]([C:21]([OH:23])=O)[CH:7]=2.[C:24]([NH:31][CH:32]1[CH2:37][CH2:36][NH:35][CH2:34][CH2:33]1)([O:26][C:27]([CH3:30])([CH3:29])[CH3:28])=[O:25].F[P-](F)(F)(F)(F)F.N1(OC(N(C)C)=[N+](C)C)C2N=CC=CC=2N=N1.C(N(CC)C(C)C)(C)C, predict the reaction product. The product is: [CH3:1][N:2]1[C:14]2[CH2:9][CH2:10][CH:11]([CH:15]3[CH2:20][CH2:19][O:18][CH2:17][CH2:16]3)[CH2:12][C:13]=2[C:8]2[C:3]1=[CH:4][CH:5]=[C:6]([C:21]([N:35]1[CH2:34][CH2:33][CH:32]([NH:31][C:24](=[O:25])[O:26][C:27]([CH3:29])([CH3:28])[CH3:30])[CH2:37][CH2:36]1)=[O:23])[CH:7]=2.